This data is from Catalyst prediction with 721,799 reactions and 888 catalyst types from USPTO. The task is: Predict which catalyst facilitates the given reaction. (1) Reactant: C([SiH](CC)CC)C.[Br:8][CH2:9][C:10]([C:12]1[CH:17]=[CH:16][C:15]([NH:18][C:19](=[O:21])[CH3:20])=[C:14]([F:22])[CH:13]=1)=O. Product: [Br:8][CH2:9][CH2:10][C:12]1[CH:17]=[CH:16][C:15]([NH:18][C:19](=[O:21])[CH3:20])=[C:14]([F:22])[CH:13]=1. The catalyst class is: 55. (2) Reactant: FC(F)(F)C(O)=O.[NH2:8][CH2:9][CH2:10][CH2:11][O:12][C:13]1[CH:18]=[CH:17][C:16]([CH2:19][OH:20])=[CH:15][CH:14]=1.C(=O)([O-])[O-].[K+].[K+].Cl[C:28]1[C:36]2[C:32](=[N:33][O:34][N:35]=2)[C:31]([N+:37]([O-:39])=[O:38])=[CH:30][CH:29]=1. Product: [N+:37]([C:31]1[C:32]2=[N:33][O:34][N:35]=[C:36]2[C:28]([NH:8][CH2:9][CH2:10][CH2:11][O:12][C:13]2[CH:18]=[CH:17][C:16]([CH2:19][OH:20])=[CH:15][CH:14]=2)=[CH:29][CH:30]=1)([O-:39])=[O:38]. The catalyst class is: 14. (3) Reactant: C(O)(C(F)(F)F)=O.[NH2:8][C:9]1[C:10]2[C:17]([C:18]3[CH:23]=[CH:22][C:21]([Cl:24])=[C:20]([OH:25])[CH:19]=3)=[CH:16][N:15]([CH2:26][CH2:27][NH:28]C(=O)OC(C)(C)C)[C:11]=2[N:12]=[CH:13][N:14]=1. Product: [NH2:8][C:9]1[C:10]2[C:17]([C:18]3[CH:23]=[CH:22][C:21]([Cl:24])=[C:20]([OH:25])[CH:19]=3)=[CH:16][N:15]([CH2:26][CH2:27][NH2:28])[C:11]=2[N:12]=[CH:13][N:14]=1. The catalyst class is: 2. (4) Reactant: [C:1]([C:4]1[C:12]2[C:7](=[CH:8][CH:9]=[C:10]([C:13]3[CH:14]=[N:15][NH:16][CH:17]=3)[CH:11]=2)[N:6]([CH2:18][C:19]([O:21]C(C)(C)C)=[O:20])[N:5]=1)(=[O:3])[NH2:2]. Product: [C:1]([C:4]1[C:12]2[C:7](=[CH:8][CH:9]=[C:10]([C:13]3[CH:14]=[N:15][NH:16][CH:17]=3)[CH:11]=2)[N:6]([CH2:18][C:19]([OH:21])=[O:20])[N:5]=1)(=[O:3])[NH2:2]. The catalyst class is: 89.